Task: Predict which catalyst facilitates the given reaction.. Dataset: Catalyst prediction with 721,799 reactions and 888 catalyst types from USPTO (1) Reactant: [Br:1][C:2]([Br:16])([Br:15])[S:3]([C:6]1[CH:7]=[C:8]([CH:12]=[CH:13][CH:14]=1)[C:9](O)=[O:10])(=[O:5])=[O:4].S(Cl)([Cl:19])=O. Product: [Br:1][C:2]([Br:16])([Br:15])[S:3]([C:6]1[CH:7]=[C:8]([CH:12]=[CH:13][CH:14]=1)[C:9]([Cl:19])=[O:10])(=[O:5])=[O:4]. The catalyst class is: 9. (2) Reactant: [C:1]([O:4][CH2:5][C@@H:6]1[C@@H:11]([O:12][C:13](=[O:15])[CH3:14])[C@H:10]([O:16][C:17](=[O:19])[CH3:18])[C@@H:9]([O:20][C:21](=[O:23])[CH3:22])[C@H:8]([N:24]2[C:32]3[C:27](=[C:28]([CH3:33])[CH:29]=[CH:30][CH:31]=3)[C:26]([C:34](=[O:42])[C:35]3[CH:40]=[CH:39][C:38]([OH:41])=[CH:37][CH:36]=3)=[CH:25]2)[O:7]1)(=[O:3])[CH3:2].C(#N)C.C(=O)([O-])[O-].[K+].[K+].Br[CH2:53][CH2:54][CH2:55][O:56][CH2:57][C:58]1[CH:63]=[CH:62][CH:61]=[CH:60][CH:59]=1. Product: [C:1]([O:4][CH2:5][C@@H:6]1[C@@H:11]([O:12][C:13](=[O:15])[CH3:14])[C@H:10]([O:16][C:17](=[O:19])[CH3:18])[C@@H:9]([O:20][C:21](=[O:23])[CH3:22])[C@H:8]([N:24]2[C:32]3[C:27](=[C:28]([CH3:33])[CH:29]=[CH:30][CH:31]=3)[C:26]([C:34](=[O:42])[C:35]3[CH:40]=[CH:39][C:38]([O:41][CH2:53][CH2:54][CH2:55][O:56][CH2:57][C:58]4[CH:63]=[CH:62][CH:61]=[CH:60][CH:59]=4)=[CH:37][CH:36]=3)=[CH:25]2)[O:7]1)(=[O:3])[CH3:2]. The catalyst class is: 25. (3) Reactant: Cl.[CH2:2]([O:9][C:10]([C:12]1[C:20]2[C:15](=[CH:16][CH:17]=[C:18]([CH2:21][CH2:22][NH2:23])[CH:19]=2)[NH:14][C:13]=1[CH3:24])=[O:11])[C:3]1[CH:8]=[CH:7][CH:6]=[CH:5][CH:4]=1.[C:25]1(=O)[CH2:29][CH2:28][CH2:27][CH2:26]1.[C:31](O[BH-](OC(=O)C)OC(=O)C)(=O)C.[Na+].[OH-].[Na+]. Product: [CH2:2]([O:9][C:10]([C:12]1[C:20]2[C:15](=[CH:16][CH:17]=[C:18]([CH2:21][CH2:22][NH:23][CH:26]3[CH2:27][CH2:28][CH2:29][CH2:25][CH2:31]3)[CH:19]=2)[NH:14][C:13]=1[CH3:24])=[O:11])[C:3]1[CH:4]=[CH:5][CH:6]=[CH:7][CH:8]=1. The catalyst class is: 68. (4) Reactant: Cl.[CH3:2][CH:3]([O:5][C:6]1[CH:13]=[CH:12][C:11]([C:14]2[O:18][N:17]=[C:16]([C:19]3[CH:29]=[CH:28][C:22]4[CH2:23][CH2:24][NH:25][CH2:26][CH2:27][C:21]=4[CH:20]=3)[N:15]=2)=[CH:10][C:7]=1[C:8]#[N:9])[CH3:4].Br[CH2:31][CH2:32][NH:33][C:34](=[O:40])[O:35][C:36]([CH3:39])([CH3:38])[CH3:37].C(=O)([O-])[O-].[K+].[K+].O. Product: [C:8]([C:7]1[CH:10]=[C:11]([C:14]2[O:18][N:17]=[C:16]([C:19]3[CH:29]=[CH:28][C:22]4[CH2:23][CH2:24][N:25]([CH2:31][CH2:32][NH:33][C:34](=[O:40])[O:35][C:36]([CH3:39])([CH3:38])[CH3:37])[CH2:26][CH2:27][C:21]=4[CH:20]=3)[N:15]=2)[CH:12]=[CH:13][C:6]=1[O:5][CH:3]([CH3:2])[CH3:4])#[N:9]. The catalyst class is: 3. (5) Reactant: [CH3:1][O:2][C:3]1[CH:12]=[C:11]2[C:6]([C:7]([N+:22]([O-:24])=[O:23])=[C:8]([C:14]3[CH:19]=[CH:18][C:17]([O:20][CH3:21])=[CH:16][CH:15]=3)[NH:9][C:10]2=[O:13])=[CH:5][CH:4]=1.C(=O)([O-])[O-].[K+].[K+].Br[CH2:32][CH2:33][OH:34].Cl. Product: [OH:34][CH2:33][CH2:32][N:9]1[C:8]([C:14]2[CH:15]=[CH:16][C:17]([O:20][CH3:21])=[CH:18][CH:19]=2)=[C:7]([N+:22]([O-:24])=[O:23])[C:6]2[C:11](=[CH:12][C:3]([O:2][CH3:1])=[CH:4][CH:5]=2)[C:10]1=[O:13]. The catalyst class is: 3. (6) Reactant: [CH3:1][N:2]([CH3:15])[C:3]1[CH:10]=[C:9]([O:11]C)[C:6]([CH:7]=[O:8])=[C:5]([O:13]C)[CH:4]=1.[Al+3].[Cl-].[Cl-].[Cl-].C(=O)(O)[O-].[Na+]. Product: [CH3:1][N:2]([CH3:15])[C:3]1[CH:10]=[C:9]([OH:11])[C:6]([CH:7]=[O:8])=[C:5]([OH:13])[CH:4]=1. The catalyst class is: 4.